This data is from Full USPTO retrosynthesis dataset with 1.9M reactions from patents (1976-2016). The task is: Predict the reactants needed to synthesize the given product. (1) Given the product [F:1][CH:2]([F:12])[C:3]1[CH:4]=[C:5]([CH:6]=[CH:7][CH:8]=1)[NH2:9], predict the reactants needed to synthesize it. The reactants are: [F:1][CH:2]([F:12])[C:3]1[CH:8]=[CH:7][CH:6]=[C:5]([N+:9]([O-])=O)[CH:4]=1.Cl. (2) Given the product [OH:8][C:9]1[C:14](=[O:15])[N:13]2[CH2:16][CH2:17][N:18]([CH2:19][CH2:20][OH:21])[C:12]2=[N:11][C:10]=1[C:22]([O:24][CH2:25][CH3:26])=[O:23], predict the reactants needed to synthesize it. The reactants are: C([O:8][C:9]1[C:14](=[O:15])[N:13]2[CH2:16][CH2:17][N:18]([CH2:19][CH2:20][OH:21])[C:12]2=[N:11][C:10]=1[C:22]([O:24][CH2:25][CH3:26])=[O:23])C1C=CC=CC=1.[H][H]. (3) Given the product [CH3:1][O:2][C:3]([C:5]1[CH:9]([C:10](=[O:24])[NH:11][C@:12]2([C:17]([O:19][C:20]([CH3:21])([CH3:23])[CH3:22])=[O:18])[CH2:14][C@H:13]2[CH:15]=[CH2:16])[CH2:8][CH:7]([O:25][C:32]2[C:31]3[C:36](=[CH:37][C:28]([O:27][CH3:26])=[CH:29][CH:30]=3)[N:35]=[C:34]([C:38]3[CH:39]=[CH:40][CH:41]=[CH:42][CH:43]=3)[CH:33]=2)[CH:6]=1)=[O:4], predict the reactants needed to synthesize it. The reactants are: [CH3:1][O:2][C:3]([C:5]1[CH:9]([C:10](=[O:24])[NH:11][C@:12]2([C:17]([O:19][C:20]([CH3:23])([CH3:22])[CH3:21])=[O:18])[CH2:14][C@H:13]2[CH:15]=[CH2:16])[CH2:8][CH:7]([OH:25])[CH:6]=1)=[O:4].[CH3:26][O:27][C:28]1[CH:37]=[C:36]2[C:31]([C:32](O)=[CH:33][C:34]([C:38]3[CH:43]=[CH:42][CH:41]=[CH:40][CH:39]=3)=[N:35]2)=[CH:30][CH:29]=1.C1(P(C2C=CC=CC=2)C2C=CC=CC=2)C=CC=CC=1.CC(OC(/N=N/C(OC(C)C)=O)=O)C. (4) Given the product [CH2:1]([O:3][C:4](=[O:16])[C:5]([C:30]1[CH:31]=[CH:32][C:27]([Br:25])=[CH:28][CH:29]=1)([C:14]#[N:15])[CH2:6][C:7]1[CH:12]=[CH:11][C:10]([Cl:26])=[CH:9][CH:8]=1)[CH3:2], predict the reactants needed to synthesize it. The reactants are: [CH2:1]([O:3][C:4](=[O:16])[C:5]([C:14]#[N:15])=[CH:6][C:7]1[CH:12]=[CH:11][C:10](Br)=[CH:9][CH:8]=1)[CH3:2].ClC1C=CC([Mg][Br:25])=CC=1.[ClH:26].[C:27]1(C)[CH:32]=[CH:31][CH:30]=[CH:29][CH:28]=1. (5) Given the product [CH3:22][C@@H:23]1[CH2:24][CH2:25][C@H:26]([NH:29][C:30]2[C:31]([C:42]([F:43])([F:44])[F:45])=[C:32]3[C:37](=[CH:38][CH:39]=2)[CH:36]=[C:35]([CH2:40][N:14]2[CH:12]4[CH2:11][CH2:10][CH2:9][CH:8]2[CH2:7][CH:6]([C:4]([OH:3])=[O:5])[CH2:13]4)[CH:34]=[CH:33]3)[CH2:27][CH2:28]1, predict the reactants needed to synthesize it. The reactants are: Cl.C[O:3][C:4]([CH:6]1[CH2:13][CH:12]2[NH:14][CH:8]([CH2:9][CH2:10][CH2:11]2)[CH2:7]1)=[O:5].C(N(CC)CC)C.[CH3:22][C@@H:23]1[CH2:28][CH2:27][C@H:26]([NH:29][C:30]2[C:31]([C:42]([F:45])([F:44])[F:43])=[C:32]3[C:37](=[CH:38][CH:39]=2)[CH:36]=[C:35]([CH:40]=O)[CH:34]=[CH:33]3)[CH2:25][CH2:24]1.C(O[BH-](OC(=O)C)OC(=O)C)(=O)C.[Na+].C(O)(=O)C.[OH-].[Na+].O.Cl. (6) Given the product [OH:19][CH:10]([C:5]1[C:4]([O:20][CH3:21])=[C:3]([OH:2])[C:8]([OH:9])=[CH:7][CH:6]=1)[CH2:11][NH:12][C:13]1([CH3:18])[CH2:14][CH2:15][CH2:16][CH2:17]1.[C:10]([O-:19])(=[O:23])[C:5]1[CH:4]=[CH:3][CH:8]=[CH:7][CH:6]=1, predict the reactants needed to synthesize it. The reactants are: Cl.[OH:2][C:3]1[C:4]([O:20][CH3:21])=[C:5]([C:10](=[O:19])[CH2:11][NH:12][C:13]2([CH3:18])[CH2:17][CH2:16][CH2:15][CH2:14]2)[CH:6]=[CH:7][C:8]=1[OH:9].C[OH:23].